From a dataset of Reaction yield outcomes from USPTO patents with 853,638 reactions. Predict the reaction yield, written as a fraction of the theoretical maximum amount of product (1.0 means a 100% yield; for example, 0.34 means a 34% yield). (1) The reactants are [CH3:1][O:2][C:3]1[CH:4]=[C:5]2[C:10](=[CH:11][C:12]=1[O:13][CH3:14])[N:9]=[CH:8][CH:7]=[C:6]2[O:15][C:16]1[CH:22]=[CH:21][C:19]([NH2:20])=[C:18]([CH3:23])[C:17]=1[CH3:24].C1(C)C=CC=CC=1.C(N(CC)CC)C.ClC(Cl)(O[C:43](=[O:49])[O:44][C:45](Cl)(Cl)Cl)Cl.[CH3:51][O:52][C:53]1[CH:54]=[C:55]([CH:61]=[CH:62][CH:63]=1)[O:56][CH2:57][CH2:58]CO. The catalyst is C(Cl)Cl. The product is [CH3:1][O:2][C:3]1[CH:4]=[C:5]2[C:10](=[CH:11][C:12]=1[O:13][CH3:14])[N:9]=[CH:8][CH:7]=[C:6]2[O:15][C:16]1[CH:22]=[CH:21][C:19]([NH:20][C:43](=[O:49])[O:44][CH2:45][CH2:58][CH2:57][O:56][C:55]2[CH:61]=[CH:62][CH:63]=[C:53]([O:52][CH3:51])[CH:54]=2)=[C:18]([CH3:23])[C:17]=1[CH3:24]. The yield is 0.720. (2) The yield is 0.720. The product is [Br:1][C:2]1[C:3]([CH3:18])=[C:4]([CH:5]=[CH:6][CH:7]=1)[CH:8]=[C:9]1[C:10]2[C:11](=[CH:12][CH:13]=[CH:14][CH:15]=2)[CH2:16][O:17]1. The reactants are [Br:1][C:2]1[C:3]([CH3:18])=[C:4]([C:8]#[C:9][C:10]2[CH:15]=[CH:14][CH:13]=[CH:12][C:11]=2[CH2:16][OH:17])[CH:5]=[CH:6][CH:7]=1.[F-].C([N+](CCCC)(CCCC)CCCC)CCC. The catalyst is C1COCC1.CCOC(C)=O. (3) The reactants are [CH3:1][O:2][C:3]1[CH:8]=[CH:7][C:6]([OH:9])=[C:5]([N+:10]([O-])=O)[CH:4]=1. The catalyst is CO.[Pd]. The product is [NH2:10][C:5]1[CH:4]=[C:3]([O:2][CH3:1])[CH:8]=[CH:7][C:6]=1[OH:9]. The yield is 0.930. (4) The reactants are Br[C:2]1[CH:3]=[C:4]([NH:10][C:11]2[CH:20]=[C:14]3[CH2:15][N:16]([CH3:19])[CH2:17][CH2:18][N:13]3[N:12]=2)[C:5](=[O:9])[N:6]([CH3:8])[CH:7]=1.[B:21]1([B:21]2[O:25][C:24]([CH3:27])([CH3:26])[C:23]([CH3:29])([CH3:28])[O:22]2)[O:25][C:24]([CH3:27])([CH3:26])[C:23]([CH3:29])([CH3:28])[O:22]1.CC(C1C=C(C(C)C)C(C2C=CC=CC=2P(C2CCCCC2)C2CCCCC2)=C(C(C)C)C=1)C.C([O-])(=O)C.[K+]. The catalyst is C1C=CC(P(C2C=CC=CC=2)[C-]2C=CC=C2)=CC=1.C1C=CC(P(C2C=CC=CC=2)[C-]2C=CC=C2)=CC=1.Cl[Pd]Cl.[Fe+2].O1CCOCC1. The product is [CH3:8][N:6]1[CH:7]=[C:2]([B:21]2[O:25][C:24]([CH3:27])([CH3:26])[C:23]([CH3:29])([CH3:28])[O:22]2)[CH:3]=[C:4]([NH:10][C:11]2[CH:20]=[C:14]3[CH2:15][N:16]([CH3:19])[CH2:17][CH2:18][N:13]3[N:12]=2)[C:5]1=[O:9]. The yield is 0.750. (5) The catalyst is C(OCC)(=O)C.[C-]#N.[Zn+2].[C-]#N.C1C=CC([P]([Pd]([P](C2C=CC=CC=2)(C2C=CC=CC=2)C2C=CC=CC=2)([P](C2C=CC=CC=2)(C2C=CC=CC=2)C2C=CC=CC=2)[P](C2C=CC=CC=2)(C2C=CC=CC=2)C2C=CC=CC=2)(C2C=CC=CC=2)C2C=CC=CC=2)=CC=1. The product is [F:19][CH2:18][C@@H:17]1[CH2:16][O:15][C:14](=[O:20])[N:13]1[C:10]1[S:11][CH:12]=[C:8]([C:5]2[CH:6]=[CH:7][C:2]([C:21]#[N:22])=[CH:3][CH:4]=2)[N:9]=1. The reactants are Br[C:2]1[CH:7]=[CH:6][C:5]([C:8]2[N:9]=[C:10]([N:13]3[C@H:17]([CH2:18][F:19])[CH2:16][O:15][C:14]3=[O:20])[S:11][CH:12]=2)=[CH:4][CH:3]=1.[CH3:21][N:22](C)C=O. The yield is 0.810.